Dataset: Full USPTO retrosynthesis dataset with 1.9M reactions from patents (1976-2016). Task: Predict the reactants needed to synthesize the given product. (1) Given the product [CH3:44][O:43][C:41]([CH:27]1[CH2:26][CH:25]([O:23][C:7]2[C:6]3[C:11](=[C:12]([CH3:13])[C:3]([O:2][CH3:1])=[CH:4][CH:5]=3)[N:10]=[C:9]([C:14]3[S:15][CH:16]=[C:17]([C:19]([F:22])([F:21])[F:20])[N:18]=3)[CH:8]=2)[CH2:30][CH2:29][N:28]1[C:31]([O:33][CH2:34][C:35]1[CH:36]=[CH:37][CH:38]=[CH:39][CH:40]=1)=[O:32])=[O:42], predict the reactants needed to synthesize it. The reactants are: [CH3:1][O:2][C:3]1[C:12]([CH3:13])=[C:11]2[C:6]([C:7]([OH:23])=[CH:8][C:9]([C:14]3[S:15][CH:16]=[C:17]([C:19]([F:22])([F:21])[F:20])[N:18]=3)=[N:10]2)=[CH:5][CH:4]=1.O[C@@H:25]1[CH2:30][CH2:29][N:28]([C:31]([O:33][CH2:34][C:35]2[CH:40]=[CH:39][CH:38]=[CH:37][CH:36]=2)=[O:32])[C@H:27]([C:41]([O:43][CH3:44])=[O:42])[CH2:26]1.C1(P(C2C=CC=CC=2)C2C=CC=CC=2)C=CC=CC=1.CC(OC(/N=N/C(OC(C)C)=O)=O)C. (2) The reactants are: [C:1]([C:3]1[C:4](=[C:18]([C:21]#[N:22])[C:19]#[N:20])[O:5][C:6]([CH3:17])([CH3:16])[C:7]=1[C:8]1[CH:13]=[CH:12][C:11]([C:14]#[CH:15])=[CH:10][CH:9]=1)#[N:2].[N:23]([CH2:26][CH2:27][CH2:28][CH2:29][CH2:30][CH2:31][CH2:32][CH3:33])=[N+:24]=[N-:25].O=C1O[C@H]([C@H](CO)O)C([O-])=C1O.[Na+].O. Given the product [C:1]([C:3]1[C:4](=[C:18]([C:19]#[N:20])[C:21]#[N:22])[O:5][C:6]([CH3:17])([CH3:16])[C:7]=1[C:8]1[CH:13]=[CH:12][C:11]([C:14]2[N:25]=[N:24][N:23]([CH2:26][CH2:27][CH2:28][CH2:29][CH2:30][CH2:31][CH2:32][CH3:33])[CH:15]=2)=[CH:10][CH:9]=1)#[N:2], predict the reactants needed to synthesize it. (3) Given the product [CH3:24][C:25]1[CH:26]=[CH:27][C:28]([C:2]2[CH:3]=[C:4]([CH:16]=[C:17]([O:19][C:20]([F:23])([F:22])[F:21])[CH:18]=2)[C:5]([NH:7][CH2:8][C:9]2[CH:10]=[N:11][C:12]([CH3:15])=[CH:13][CH:14]=2)=[O:6])=[N:29][CH:30]=1, predict the reactants needed to synthesize it. The reactants are: Br[C:2]1[CH:3]=[C:4]([CH:16]=[C:17]([O:19][C:20]([F:23])([F:22])[F:21])[CH:18]=1)[C:5]([NH:7][CH2:8][C:9]1[CH:10]=[N:11][C:12]([CH3:15])=[CH:13][CH:14]=1)=[O:6].[CH3:24][C:25]1[CH:26]=[CH:27][C:28]([Sn](CCCC)(CCCC)CCCC)=[N:29][CH:30]=1. (4) Given the product [CH3:1][N:2]([CH3:27])[C:3]([C:5]1[N:6]=[C:7]([C:15]2[CH:16]=[N:17][C:18]([NH:21][C:22]([NH:24][CH2:25][CH3:26])=[O:23])=[CH:19][CH:20]=2)[S:8][C:9]=1[C:10]([OH:12])=[O:11])=[O:4], predict the reactants needed to synthesize it. The reactants are: [CH3:1][N:2]([CH3:27])[C:3]([C:5]1[N:6]=[C:7]([C:15]2[CH:16]=[N:17][C:18]([NH:21][C:22]([NH:24][CH2:25][CH3:26])=[O:23])=[CH:19][CH:20]=2)[S:8][C:9]=1[C:10]([O:12]CC)=[O:11])=[O:4].[OH-].[Li+]. (5) Given the product [F:32][C:27]1[CH:28]=[CH:29][CH:30]=[CH:31][C:26]=1[CH2:25][O:24][C:21]1[CH:22]=[CH:23][C:18]([C:16]2[CH2:15][CH2:14][C@@H:9]([C:10]([O:12][CH3:13])=[O:11])[N:8]=2)=[CH:19][CH:20]=1, predict the reactants needed to synthesize it. The reactants are: CC(OC([NH:8][C@@H:9]([CH2:14][CH2:15][C:16]([C:18]1[CH:23]=[CH:22][C:21]([O:24][CH2:25][C:26]2[CH:31]=[CH:30][CH:29]=[CH:28][C:27]=2[F:32])=[CH:20][CH:19]=1)=O)[C:10]([O:12][CH3:13])=[O:11])=O)(C)C.FC(F)(F)C(O)=O. (6) Given the product [OH:6][C:7]1[CH:15]=[CH:14][C:10]([C:11]([OH:13])=[O:12])=[C:9]([C:16]2[CH:21]=[CH:20][C:19]([F:22])=[CH:18][CH:17]=2)[CH:8]=1, predict the reactants needed to synthesize it. The reactants are: B(Br)(Br)Br.C[O:6][C:7]1[CH:15]=[CH:14][C:10]([C:11]([OH:13])=[O:12])=[C:9]([C:16]2[CH:21]=[CH:20][C:19]([F:22])=[CH:18][CH:17]=2)[CH:8]=1.